From a dataset of Reaction yield outcomes from USPTO patents with 853,638 reactions. Predict the reaction yield, written as a fraction of the theoretical maximum amount of product (1.0 means a 100% yield; for example, 0.34 means a 34% yield). The reactants are C([O:4][CH2:5][CH2:6][CH2:7][CH2:8][N:9]1[C:17]2[C:12](=[N:13][C:14]([NH:19][C:20]3[CH:25]=[CH:24][C:23]([CH3:26])=[C:22]([CH2:27][CH3:28])[CH:21]=3)=[N:15][C:16]=2Cl)[N:11]=[CH:10]1)(=O)C.[OH-:29].[Na+]. The catalyst is CO. The product is [OH:4][CH2:5][CH2:6][CH2:7][CH2:8][N:9]1[C:17]2[C:16](=[O:29])[NH:15][C:14]([NH:19][C:20]3[CH:25]=[CH:24][C:23]([CH3:26])=[C:22]([CH2:27][CH3:28])[CH:21]=3)=[N:13][C:12]=2[N:11]=[CH:10]1. The yield is 0.990.